Regression. Given a peptide amino acid sequence and an MHC pseudo amino acid sequence, predict their binding affinity value. This is MHC class II binding data. From a dataset of Peptide-MHC class II binding affinity with 134,281 pairs from IEDB. (1) The peptide sequence is AAATAGTDVYGAFAA. The MHC is HLA-DPA10103-DPB10401 with pseudo-sequence HLA-DPA10103-DPB10401. The binding affinity (normalized) is 0.155. (2) The peptide sequence is AFNLDGDNLFPKV. The binding affinity (normalized) is 0.665. The MHC is HLA-DQA10501-DQB10201 with pseudo-sequence HLA-DQA10501-DQB10201.